This data is from Peptide-MHC class I binding affinity with 185,985 pairs from IEDB/IMGT. The task is: Regression. Given a peptide amino acid sequence and an MHC pseudo amino acid sequence, predict their binding affinity value. This is MHC class I binding data. (1) The peptide sequence is EPEPDVAVL. The MHC is HLA-B35:03 with pseudo-sequence HLA-B35:03. The binding affinity (normalized) is 0.513. (2) The peptide sequence is EVADRVIFM. The MHC is HLA-B08:02 with pseudo-sequence HLA-B08:02. The binding affinity (normalized) is 0.0847. (3) The peptide sequence is IAWIPYFGP. The MHC is HLA-A24:02 with pseudo-sequence HLA-A24:02. The binding affinity (normalized) is 0. (4) The peptide sequence is VFKEKVDTR. The MHC is HLA-A33:01 with pseudo-sequence HLA-A33:01. The binding affinity (normalized) is 0.617. (5) The peptide sequence is SAEVVTLWY. The MHC is HLA-B51:01 with pseudo-sequence HLA-B51:01. The binding affinity (normalized) is 0.0847. (6) The peptide sequence is VELQIGWTV. The MHC is HLA-B57:01 with pseudo-sequence HLA-B57:01. The binding affinity (normalized) is 0.0847.